Dataset: Full USPTO retrosynthesis dataset with 1.9M reactions from patents (1976-2016). Task: Predict the reactants needed to synthesize the given product. Given the product [NH2:15][C:16]1[CH:24]=[CH:23][CH:22]=[C:21]([Cl:25])[C:17]=1[C:18]([NH:14][CH2:13][CH2:12][C:2]12[CH2:9][CH:8]3[CH2:7][CH:6]([CH2:5][CH:4]([CH2:10]3)[CH2:3]1)[CH2:11]2)=[O:19], predict the reactants needed to synthesize it. The reactants are: Cl.[C:2]12([CH2:12][CH2:13][NH2:14])[CH2:11][CH:6]3[CH2:7][CH:8]([CH2:10][CH:4]([CH2:5]3)[CH2:3]1)[CH2:9]2.[NH2:15][C:16]1[CH:24]=[CH:23][CH:22]=[C:21]([Cl:25])[C:17]=1[C:18](O)=[O:19].